The task is: Predict the product of the given reaction.. This data is from Forward reaction prediction with 1.9M reactions from USPTO patents (1976-2016). (1) Given the reactants [CH3:1][N:2]1[CH2:7][CH2:6][NH:5][CH2:4][CH2:3]1.C([O-])([O-])=O.[K+].[K+].[CH2:14]1[O:22][CH:15]1[C:16]1[CH:21]=[CH:20][CH:19]=[CH:18][CH:17]=1, predict the reaction product. The product is: [CH3:1][N:2]1[CH2:7][CH2:6][N:5]([CH2:14][CH:15]([C:16]2[CH:21]=[CH:20][CH:19]=[CH:18][CH:17]=2)[OH:22])[CH2:4][CH2:3]1. (2) Given the reactants CS(C)=O.[BrH:5].[CH3:6][C:7]1[CH:15]=[C:14]([C:16]([NH:18][C:19]2[CH:24]=[CH:23][CH:22]=[C:21]([C:25]3[C:34]4[C:29](=[CH:30][C:31]([O:37][CH3:38])=[C:32]([O:35][CH3:36])[CH:33]=4)[N:28]=[C:27]([NH:39][CH3:40])[N:26]=3)[CH:20]=2)=[O:17])[CH:13]=[CH:12][C:8]=1[C:9]([OH:11])=[O:10], predict the reaction product. The product is: [BrH:5].[CH3:6][C:7]1[CH:15]=[C:14]([C:16]([NH:18][C:19]2[CH:24]=[CH:23][CH:22]=[C:21]([C:25]3[C:34]4[C:29](=[CH:30][C:31]([O:37][CH3:38])=[C:32]([O:35][CH3:36])[CH:33]=4)[N:28]=[C:27]([NH:39][CH3:40])[N:26]=3)[CH:20]=2)=[O:17])[CH:13]=[CH:12][C:8]=1[C:9]([OH:11])=[O:10]. (3) Given the reactants [N:1]1([CH:17]2[CH2:22][CH2:21][NH:20][CH2:19][CH2:18]2)[CH2:6][CH2:5][CH:4]([N:7]2[C@@H:11]3[CH2:12][CH2:13][CH2:14][CH2:15][C@H:10]3[NH:9][C:8]2=[O:16])[CH2:3][CH2:2]1.[CH:23]1([C:28](O)=[O:29])[CH2:27][CH2:26][CH2:25][CH2:24]1.CN(C(ON1N=NC2C=CC=NC1=2)=[N+](C)C)C.F[P-](F)(F)(F)(F)F.C(N(C(C)C)CC)(C)C, predict the reaction product. The product is: [CH:23]1([C:28]([N:20]2[CH2:21][CH2:22][CH:17]([N:1]3[CH2:2][CH2:3][CH:4]([N:7]4[C@@H:11]5[CH2:12][CH2:13][CH2:14][CH2:15][C@H:10]5[NH:9][C:8]4=[O:16])[CH2:5][CH2:6]3)[CH2:18][CH2:19]2)=[O:29])[CH2:27][CH2:26][CH2:25][CH2:24]1. (4) Given the reactants [H-].[Na+].[C:3]([O:7][C:8](=[O:20])[CH2:9][C:10]1[CH:15]=[CH:14][C:13]([S:16]([CH3:19])(=[O:18])=[O:17])=[CH:12][CH:11]=1)([CH3:6])([CH3:5])[CH3:4].[F:21][C:22]1[CH:29]=[CH:28][C:25]([CH2:26]Br)=[CH:24][CH:23]=1, predict the reaction product. The product is: [C:3]([O:7][C:8](=[O:20])[CH:9]([C:10]1[CH:15]=[CH:14][C:13]([S:16]([CH3:19])(=[O:17])=[O:18])=[CH:12][CH:11]=1)[CH2:26][C:25]1[CH:28]=[CH:29][C:22]([F:21])=[CH:23][CH:24]=1)([CH3:5])([CH3:6])[CH3:4].